This data is from Drug-target binding data from BindingDB using Kd measurements. The task is: Regression. Given a target protein amino acid sequence and a drug SMILES string, predict the binding affinity score between them. We predict pKd (pKd = -log10(Kd in M); higher means stronger binding). Dataset: bindingdb_kd. The compound is CNCCc1cnc(CCC(c2ccccc2)c2ccccc2)[nH]1. The target protein (Q62758) has sequence MDRLDANVSSNEGFGSVEKVVLLTFFAMVILMAILGNLLVMVAVCRDRQLRKIKTNYFIVSLAFADLLVSVLVNAFGAIELVQDIWFYGEMFCLVRTSLDVLLTTASIFHLCCISLDRYYAICCQPLVYRNKMTPLRIALMLGGCWVIPMFISFLPIMQGWNNIGIVDVIEKRKFNHNSNSTFCVFMVNKPYAITCSVVAFYIPFLLMVLAYYRIYVTAKEHAQQIQMLQRAGATSESRPQTADQHSTHRMRTETKAAKTLCVIMGCFCFCWAPFFVTNIVDPFIDYTVPEKVWTAFLWLGYINSGLNPFLYAFLNKSFRRAFLIILCCDDERYKRPPILGQTVPCSTTTINGSTHVLRDTVECGGQWESRCHLTATSPLVAAQPVIRRPQDNDLEDSCSLKRSQS. The pKd is 5.8.